From a dataset of Forward reaction prediction with 1.9M reactions from USPTO patents (1976-2016). Predict the product of the given reaction. The product is: [I-:22].[CH2:1]([C:3]1[C:8]([CH3:9])=[C:7]([C:10]([F:12])([F:13])[F:11])[CH:6]=[CH:5][C:4]=1[C:14]1[O:15][CH2:16][C:17]([CH3:19])([CH3:20])[N+:18]=1[CH3:21])[CH3:2]. Given the reactants [CH2:1]([C:3]1[C:8]([CH3:9])=[C:7]([C:10]([F:13])([F:12])[F:11])[CH:6]=[CH:5][C:4]=1[C:14]1[O:15][CH2:16][C:17]([CH3:20])([CH3:19])[N:18]=1)[CH3:2].[CH3:21][I:22], predict the reaction product.